The task is: Predict the reactants needed to synthesize the given product.. This data is from Full USPTO retrosynthesis dataset with 1.9M reactions from patents (1976-2016). (1) Given the product [CH:13]([C:2]1[CH:3]=[CH:4][C:5]2[N:6]([C:8]([C:11]#[N:12])=[CH:9][N:10]=2)[CH:7]=1)=[CH2:14], predict the reactants needed to synthesize it. The reactants are: Br[C:2]1[CH:3]=[CH:4][C:5]2[N:6]([C:8]([C:11]#[N:12])=[CH:9][N:10]=2)[CH:7]=1.[CH2:13](C([SnH3])=C(CCCC)CCCC)[CH2:14]CC. (2) Given the product [F:21][C:22]1[CH:29]=[CH:28][CH:27]=[C:24](/[CH:25]=[CH:10]/[C:9]2[CH:8]=[CH:7][C:6]([N+:3]([O-:5])=[O:4])=[CH:20][CH:19]=2)[CH:23]=1, predict the reactants needed to synthesize it. The reactants are: [H-].[Na+].[N+:3]([C:6]1[CH:20]=[CH:19][C:9]([CH2:10]P(=O)(OCC)OCC)=[CH:8][CH:7]=1)([O-:5])=[O:4].[F:21][C:22]1[CH:23]=[C:24]([CH:27]=[CH:28][CH:29]=1)[CH:25]=O.C(OCC)(=O)C. (3) Given the product [O:1]1[CH2:6][CH2:5][CH2:4][CH2:3][CH:2]1[CH2:7][N:8]1[CH2:17][CH2:16][C:15]2[C:10](=[CH:11][C:12]([N:18]3[CH2:23][CH2:22][N:21]([CH2:53][CH2:52][CH2:51][C:38]4([C:36](=[O:37])[NH:35][CH2:34][C:33]([F:32])([F:55])[F:56])[C:50]5[CH:49]=[CH:48][CH:47]=[CH:46][C:45]=5[C:44]5[C:39]4=[CH:40][CH:41]=[CH:42][CH:43]=5)[CH2:20][CH2:19]3)=[CH:13][CH:14]=2)[C:9]1=[O:31], predict the reactants needed to synthesize it. The reactants are: [O:1]1[CH2:6][CH2:5][CH2:4][CH2:3][CH:2]1[CH2:7][N:8]1[CH2:17][CH2:16][C:15]2[C:10](=[CH:11][C:12]([N:18]3[CH2:23][CH2:22][N:21](C(OC(C)(C)C)=O)[CH2:20][CH2:19]3)=[CH:13][CH:14]=2)[C:9]1=[O:31].[F:32][C:33]([F:56])([F:55])[CH2:34][NH:35][C:36]([C:38]1([CH2:51][CH2:52][CH2:53]Br)[C:50]2[CH:49]=[CH:48][CH:47]=[CH:46][C:45]=2[C:44]2[C:39]1=[CH:40][CH:41]=[CH:42][CH:43]=2)=[O:37]. (4) Given the product [CH3:26][O:25][C:19]1[CH:18]=[C:17]([NH:16][C:9]2[C:10]3[N:15]=[CH:14][S:13][C:11]=3[N:12]=[C:7]([N:4]3[CH2:5][CH2:6][CH:2]([NH:1][C:35]([C:34]4[CH:38]=[CH:39][C:31]([C:29]([O:28][CH3:27])=[O:30])=[N:32][CH:33]=4)=[O:36])[CH2:3]3)[N:8]=2)[CH:22]=[CH:21][C:20]=1[O:23][CH3:24], predict the reactants needed to synthesize it. The reactants are: [NH2:1][CH:2]1[CH2:6][CH2:5][N:4]([C:7]2[N:8]=[C:9]([NH:16][C:17]3[CH:22]=[CH:21][C:20]([O:23][CH3:24])=[C:19]([O:25][CH3:26])[CH:18]=3)[C:10]3[N:15]=[CH:14][S:13][C:11]=3[N:12]=2)[CH2:3]1.[CH3:27][O:28][C:29]([C:31]1[CH:39]=[CH:38][C:34]([C:35](O)=[O:36])=[CH:33][N:32]=1)=[O:30].CN1C=CN=C1.CCN=C=NCCCN(C)C. (5) Given the product [Br:22][CH2:15][C:7]1[N:8]([CH3:14])[C:9](=[O:13])[C:10]2[C:5]([C:6]=1[C:16]1[CH:21]=[CH:20][CH:19]=[CH:18][CH:17]=1)=[CH:4][C:3]([O:2][CH3:1])=[CH:12][CH:11]=2, predict the reactants needed to synthesize it. The reactants are: [CH3:1][O:2][C:3]1[CH:4]=[C:5]2[C:10](=[CH:11][CH:12]=1)[C:9](=[O:13])[N:8]([CH3:14])[C:7]([CH3:15])=[C:6]2[C:16]1[CH:21]=[CH:20][CH:19]=[CH:18][CH:17]=1.[Br:22]N1C(=O)CCC1=O. (6) Given the product [CH3:25][C:26]1[CH:31]=[CH:30][C:29]([C:32]2[N:36]([C:37]3[CH:42]=[CH:41][C:40]([S:43]([NH:46][C:17](=[O:23])[O:16][C:9]4[CH:8]=[CH:7][C:6]([CH2:5][O:4][N+:1]([O-:3])=[O:2])=[CH:11][CH:10]=4)(=[O:45])=[O:44])=[CH:39][CH:38]=3)[N:35]=[C:34]([C:47]([F:49])([F:48])[F:50])[CH:33]=2)=[CH:28][CH:27]=1, predict the reactants needed to synthesize it. The reactants are: [N+:1]([O:4][CH2:5][C:6]1[CH:7]=[C:8](O)[CH:9]=[CH:10][CH:11]=1)([O-:3])=[O:2].ClC(Cl)([O:16][C:17](=[O:23])OC(Cl)(Cl)Cl)Cl.[CH3:25][C:26]1[CH:27]=[CH:28][C:29]([C:32]2[N:36]([C:37]3[CH:38]=[CH:39][C:40]([S:43]([NH2:46])(=[O:45])=[O:44])=[CH:41][CH:42]=3)[N:35]=[C:34]([C:47]([F:50])([F:49])[F:48])[CH:33]=2)=[CH:30][CH:31]=1.[NH4+].[Cl-]. (7) The reactants are: [CH3:1][N:2]1[CH2:7][CH2:6][C:5]([CH2:14][NH2:15])([C:8]2[CH:13]=[CH:12][CH:11]=[CH:10][CH:9]=2)[CH2:4][CH2:3]1.[C:16]([C:18]1[C:19]([CH2:31][CH3:32])=[C:20]([C:28](Cl)=[O:29])[C:21]2[C:26]([CH:27]=1)=[CH:25][CH:24]=[CH:23][CH:22]=2)#[N:17]. Given the product [CH3:1][N:2]1[CH2:7][CH2:6][C:5]([C:8]2[CH:13]=[CH:12][CH:11]=[CH:10][CH:9]=2)([CH2:14][NH:15][C:28]([C:20]2[C:21]3[C:26](=[CH:25][CH:24]=[CH:23][CH:22]=3)[CH:27]=[C:18]([C:16]#[N:17])[C:19]=2[CH2:31][CH3:32])=[O:29])[CH2:4][CH2:3]1, predict the reactants needed to synthesize it. (8) Given the product [Cl:1][C:2]1[CH:7]=[CH:6][CH:5]=[CH:4][C:3]=1[C:8]1[C:9](=[O:27])[NH:10][C:11](=[O:26])[C:12]=1[C:13]1[C:21]2[C:16](=[N:17][CH:18]=[CH:19][CH:20]=2)[N:15]([CH2:22][CH2:23][CH2:24][N:28]([CH3:33])[CH3:29])[CH:14]=1, predict the reactants needed to synthesize it. The reactants are: [Cl:1][C:2]1[CH:7]=[CH:6][CH:5]=[CH:4][C:3]=1[C:8]1[C:9](=[O:27])[NH:10][C:11](=[O:26])[C:12]=1[C:13]1[C:21]2[C:16](=[N:17][CH:18]=[CH:19][CH:20]=2)[N:15]([CH2:22][CH2:23][CH2:24]O)[CH:14]=1.[N:28]1[CH:33]=CC=C[CH:29]=1.CS(OS(C)(=O)=O)(=O)=O.CNC. (9) Given the product [C:1]([O:5][C:6](=[O:7])[NH:8][CH:9]([C:10](=[O:12])[N:31]([C:25]1[CH:26]=[CH:27][C:28]([O:29][CH3:30])=[C:23]([O:22][CH3:21])[CH:24]=1)[CH2:32][CH2:33][C:34]1[CH:35]=[CH:36][C:37]([C:40]([F:41])([F:42])[F:43])=[CH:38][CH:39]=1)[C:13]1[CH:18]=[CH:17][CH:16]=[CH:15][C:14]=1[O:19][CH3:20])([CH3:2])([CH3:3])[CH3:4], predict the reactants needed to synthesize it. The reactants are: [C:1]([O:5][C:6]([NH:8][CH:9]([C:13]1[CH:18]=[CH:17][CH:16]=[CH:15][C:14]=1[O:19][CH3:20])[C:10]([OH:12])=O)=[O:7])([CH3:4])([CH3:3])[CH3:2].[CH3:21][O:22][C:23]1[CH:24]=[C:25]([NH:31][CH2:32][CH2:33][C:34]2[CH:39]=[CH:38][C:37]([C:40]([F:43])([F:42])[F:41])=[CH:36][CH:35]=2)[CH:26]=[CH:27][C:28]=1[O:29][CH3:30].CN(C(ON1N=NC2C=CC=NC1=2)=[N+](C)C)C.F[P-](F)(F)(F)(F)F.CCN(CC)CC.